From a dataset of Catalyst prediction with 721,799 reactions and 888 catalyst types from USPTO. Predict which catalyst facilitates the given reaction. (1) Reactant: [Br:1][C:2]1[C:10](I)=[CH:9][C:5]2[O:6][CH2:7][O:8][C:4]=2[CH:3]=1.CC1C=CC2C=CC3C=CC(C)=NC=3C=2N=1.O.CC([O-])(C)C.[Na+].FC1C=CC(I)=C([S:42][C:43]2[N:44]([CH2:53][C:54]3[CH:59]=[CH:58][C:57]([O:60][CH3:61])=[CH:56][CH:55]=3)[C:45]3[CH:50]=[CH:49][N:48]=[C:47]([NH2:51])[C:46]=3[N:52]=2)C=1. Product: [Br:1][C:2]1[C:10]([S:42][C:43]2[N:44]([CH2:53][C:54]3[CH:59]=[CH:58][C:57]([O:60][CH3:61])=[CH:56][CH:55]=3)[C:45]3[CH:50]=[CH:49][N:48]=[C:47]([NH2:51])[C:46]=3[N:52]=2)=[CH:9][C:5]2[O:6][CH2:7][O:8][C:4]=2[CH:3]=1. The catalyst class is: 122. (2) Reactant: [NH:1]1[CH2:6][CH2:5][O:4][CH2:3][CH2:2]1.C(=O)([O-])[O-].[K+].[K+].Br[CH2:14][C:15]1[N:16]=[C:17]([O:29][CH2:30][CH2:31][CH3:32])[C:18]2[N:23]=[C:22]([C:24]3[O:25][CH:26]=[CH:27][CH:28]=3)[O:21][C:19]=2[N:20]=1.[Br:33][C:34]1[O:38][C:37]([C:39]2[O:40][C:41]3[N:42]=[C:43]([CH2:52]Br)[N:44]=[C:45]([O:48][CH2:49][CH2:50][CH3:51])[C:46]=3[N:47]=2)=[CH:36][CH:35]=1. Product: [Br:33][C:34]1[O:38][C:37]([C:39]2[O:40][C:41]3[N:42]=[C:43]([CH2:52][N:1]4[CH2:6][CH2:5][O:4][CH2:3][CH2:2]4)[N:44]=[C:45]([O:48][CH2:49][CH2:50][CH3:51])[C:46]=3[N:47]=2)=[CH:36][CH:35]=1.[O:25]1[CH:26]=[CH:27][CH:28]=[C:24]1[C:22]1[O:21][C:19]2[N:20]=[C:15]([CH2:14][N:1]3[CH2:6][CH2:5][O:4][CH2:3][CH2:2]3)[N:16]=[C:17]([O:29][CH2:30][CH2:31][CH3:32])[C:18]=2[N:23]=1. The catalyst class is: 288. (3) Reactant: [CH3:1][O:2][C:3]1[N:8]=[CH:7][C:6]([NH2:9])=[C:5]([CH3:10])[CH:4]=1.[CH3:11][C:12]1([CH3:20])[O:17][C:16](=[O:18])[CH2:15][C:14](=[O:19])[O:13]1.[CH:21](OCC)(OCC)OCC. Product: [CH3:1][O:2][C:3]1[N:8]=[CH:7][C:6]([NH:9][CH:21]=[C:15]2[C:16](=[O:18])[O:17][C:12]([CH3:20])([CH3:11])[O:13][C:14]2=[O:19])=[C:5]([CH3:10])[CH:4]=1. The catalyst class is: 8. (4) Reactant: C[O:2][C:3](=O)[C:4]([N:7]1[CH2:12][CH2:11][CH:10]([S:13][C:14]2[C:15]([F:37])=[CH:16][C:17]3[O:26][CH2:25][CH2:24][N:23]4[C:19](=[N:20][C:21]([C:27]5[N:28]([CH:33]([CH3:35])[CH3:34])[N:29]=[C:30]([CH3:32])[N:31]=5)=[CH:22]4)[C:18]=3[CH:36]=2)[CH2:9][CH2:8]1)([CH3:6])[CH3:5].[H-].[H-].[H-].[H-].[Li+].[Al+3].CCOC(C)=O. Product: [F:37][C:15]1[C:14]([S:13][CH:10]2[CH2:11][CH2:12][N:7]([C:4]([CH3:6])([CH3:5])[CH2:3][OH:2])[CH2:8][CH2:9]2)=[CH:36][C:18]2[C:19]3[N:23]([CH2:24][CH2:25][O:26][C:17]=2[CH:16]=1)[CH:22]=[C:21]([C:27]1[N:28]([CH:33]([CH3:35])[CH3:34])[N:29]=[C:30]([CH3:32])[N:31]=1)[N:20]=3. The catalyst class is: 1. (5) Reactant: [O:1]=[C:2]1[C:10]2[C:5](=[CH:6][CH:7]=[CH:8][CH:9]=2)[C:4](=[O:11])[N:3]1[CH2:12][CH2:13][N:14]1[C:23]2[C:18](=[N:19][CH:20]=[C:21]([CH2:24][C:25]3[CH:30]=[CH:29][C:28]([F:31])=[CH:27][CH:26]=3)[CH:22]=2)[C:17]([OH:32])=[C:16]([C:33](OCC)=[O:34])[C:15]1=[O:38].[N:39]1([CH2:45][CH2:46][CH2:47][NH2:48])[CH2:44][CH2:43][O:42][CH2:41][CH2:40]1. Product: [O:11]=[C:4]1[C:5]2[C:10](=[CH:9][CH:8]=[CH:7][CH:6]=2)[C:2](=[O:1])[N:3]1[CH2:12][CH2:13][N:14]1[C:23]2[C:18](=[N:19][CH:20]=[C:21]([CH2:24][C:25]3[CH:26]=[CH:27][C:28]([F:31])=[CH:29][CH:30]=3)[CH:22]=2)[C:17]([OH:32])=[C:16]([C:33]([NH:48][CH2:47][CH2:46][CH2:45][N:39]2[CH2:44][CH2:43][O:42][CH2:41][CH2:40]2)=[O:34])[C:15]1=[O:38].[N:39]1([CH2:45][CH2:46][CH2:47][NH2:48])[CH2:44][CH2:43][O:42][CH2:41][CH2:40]1. The catalyst class is: 14. (6) Reactant: [CH2:1]([O:3][C:4]([C:6]1[S:7][C:8]2[CH:14]=[C:13]([C:15]([CH3:30])([C:23]([O:25]C(C)(C)C)=[O:24])[C:16]([O:18]C(C)(C)C)=[O:17])[CH:12]=[CH:11][C:9]=2[CH:10]=1)=[O:5])[CH3:2].C(O)(C(F)(F)F)=O. Product: [CH2:1]([O:3][C:4]([C:6]1[S:7][C:8]2[CH:14]=[C:13]([C:15]([CH3:30])([C:23]([OH:25])=[O:24])[C:16]([OH:18])=[O:17])[CH:12]=[CH:11][C:9]=2[CH:10]=1)=[O:5])[CH3:2]. The catalyst class is: 2. (7) The catalyst class is: 6. Product: [F:1][C:2]1[CH:3]=[C:4]([S:9]([NH2:12])(=[O:11])=[O:10])[CH:5]=[CH:6][C:7]=1[N:13]1[CH2:18][CH2:17][NH:16][CH2:15][CH2:14]1. Reactant: [F:1][C:2]1[CH:3]=[C:4]([S:9]([NH2:12])(=[O:11])=[O:10])[CH:5]=[CH:6][C:7]=1F.[NH:13]1[CH2:18][CH2:17][NH:16][CH2:15][CH2:14]1. (8) Reactant: [O:1]=[C:2]1[C:6]2[CH:7]=[CH:8][CH:9]=[CH:10][C:5]=2[C:4](=[O:11])[N:3]1[CH2:12][CH2:13][CH2:14][S:15]([O:18][CH2:19][C:20]([CH3:34])([CH3:33])[C@@H:21]([O:25][CH2:26][C:27]1[CH:32]=[CH:31][CH:30]=[CH:29][CH:28]=1)[C:22]([OH:24])=[O:23])(=[O:17])=[O:16].[C:35](Cl)(=O)[C:36](Cl)=O.C(O)C.N1C=CC=CC=1. Product: [O:11]=[C:4]1[C:5]2[CH:10]=[CH:9][CH:8]=[CH:7][C:6]=2[C:2](=[O:1])[N:3]1[CH2:12][CH2:13][CH2:14][S:15]([O:18][CH2:19][C:20]([CH3:34])([CH3:33])[C@@H:21]([O:25][CH2:26][C:27]1[CH:28]=[CH:29][CH:30]=[CH:31][CH:32]=1)[C:22]([O:24][CH2:35][CH3:36])=[O:23])(=[O:16])=[O:17]. The catalyst class is: 4. (9) Reactant: [CH3:1][N:2]([S:21]([C:24]1[S:25][CH:26]=[CH:27][CH:28]=1)(=[O:23])=[O:22])[C:3]1[CH:4]=[CH:5][CH:6]=[C:7]2[C:11]=1[NH:10][C:9]([C:12]1[S:13][CH:14]([CH2:17][C:18]([OH:20])=O)[CH2:15][N:16]=1)=[CH:8]2.C[N:30](C)C=O.Cl.CN(C)CCCN=C=NCC. Product: [CH3:1][N:2]([S:21]([C:24]1[S:25][CH:26]=[CH:27][CH:28]=1)(=[O:23])=[O:22])[C:3]1[CH:4]=[CH:5][CH:6]=[C:7]2[C:11]=1[NH:10][C:9]([C:12]1[S:13][CH:14]([CH2:17][C:18]([NH2:30])=[O:20])[CH2:15][N:16]=1)=[CH:8]2. The catalyst class is: 13.